This data is from Forward reaction prediction with 1.9M reactions from USPTO patents (1976-2016). The task is: Predict the product of the given reaction. (1) Given the reactants C(OC([N:8]1[CH2:13][CH2:12][CH:11]([C:14]2[N:18]([CH2:19][CH3:20])[N:17]=[C:16]([CH3:21])[C:15]=2[O:22][CH3:23])[CH2:10][CH2:9]1)=O)(C)(C)C, predict the reaction product. The product is: [CH2:19]([N:18]1[C:14]([CH:11]2[CH2:12][CH2:13][NH:8][CH2:9][CH2:10]2)=[C:15]([O:22][CH3:23])[C:16]([CH3:21])=[N:17]1)[CH3:20]. (2) Given the reactants Br[C:2]1[C:10]2[N:9]3[CH2:11][CH2:12][NH:13][C:14](=[O:15])[C:8]3=[CH:7][C:6]=2[CH:5]=[C:4]([O:16][CH3:17])[CH:3]=1.[F:18][C:19]1[CH:24]=[CH:23][C:22](B(O)O)=[CH:21][CH:20]=1, predict the reaction product. The product is: [F:18][C:19]1[CH:24]=[CH:23][C:22]([C:2]2[C:10]3[N:9]4[CH2:11][CH2:12][NH:13][C:14](=[O:15])[C:8]4=[CH:7][C:6]=3[CH:5]=[C:4]([O:16][CH3:17])[CH:3]=2)=[CH:21][CH:20]=1.